From a dataset of Forward reaction prediction with 1.9M reactions from USPTO patents (1976-2016). Predict the product of the given reaction. (1) Given the reactants Cl[C:2]1[N:3]=[N+:4]([O-:13])[C:5]2[C:11]([CH3:12])=[CH:10][CH:9]=[CH:8][C:6]=2[N:7]=1.CO[CH2:16][CH2:17][O:18][CH3:19], predict the reaction product. The product is: [CH3:12][C:11]1[C:5]2[N+:4]([O-:13])=[N:3][C:2]([NH:4][CH2:5][CH2:6][N:7]3[CH2:2][CH2:19][O:18][CH2:17][CH2:16]3)=[N:7][C:6]=2[CH:8]=[CH:9][CH:10]=1. (2) Given the reactants [CH2:1]([O:3][CH2:4][C:5]1[CH:6]=[CH:7][C:8]([CH3:12])=[C:9]([NH2:11])[CH:10]=1)[CH3:2].C(N(CC)CC)C.[C:20](Cl)([CH3:22])=[O:21], predict the reaction product. The product is: [CH2:1]([O:3][CH2:4][C:5]1[CH:6]=[CH:7][C:8]([CH3:12])=[C:9]([NH:11][C:20](=[O:21])[CH3:22])[CH:10]=1)[CH3:2]. (3) Given the reactants [C:1]([O:4][CH2:5][C@@:6]1([C:21]#[CH:22])[O:10][C@@H:9]([N:11]2[CH:19]=[C:17]([CH3:18])[C:15](=[O:16])[NH:14][C:12]2=[O:13])[CH2:8][C@H:7]1[OH:20])(=[O:3])[CH3:2].[CH3:23][S:24](Cl)(=[O:26])=[O:25], predict the reaction product. The product is: [C:1]([O:4][CH2:5][C@@:6]1([C:21]#[CH:22])[O:10][C@@H:9]([N:11]2[CH:19]=[C:17]([CH3:18])[C:15](=[O:16])[NH:14][C:12]2=[O:13])[CH2:8][C@H:7]1[O:20][S:24]([CH3:23])(=[O:26])=[O:25])(=[O:3])[CH3:2]. (4) The product is: [C:29]([CH:31]1[CH2:36][CH2:35][N:34]([CH:16]2[CH2:21][CH2:20][N:19]([C:22]([O:24][C:25]([CH3:28])([CH3:27])[CH3:26])=[O:23])[CH2:18][CH2:17]2)[CH2:33][CH2:32]1)#[N:30]. Given the reactants [BH-](OC(C)=O)(OC(C)=O)OC(C)=O.[Na+].O=[C:16]1[CH2:21][CH2:20][N:19]([C:22]([O:24][C:25]([CH3:28])([CH3:27])[CH3:26])=[O:23])[CH2:18][CH2:17]1.[C:29]([CH:31]1[CH2:36][CH2:35][NH:34][CH2:33][CH2:32]1)#[N:30].CC(O)=O.C(O)(=O)CC(CC(O)=O)(C(O)=O)O, predict the reaction product. (5) Given the reactants [Cl:1][C:2]1[CH:7]=[C:6]([Cl:8])[CH:5]=[CH:4][C:3]=1[C:9]1[C:14]([NH:15]C(=O)C)=[C:13]([CH3:19])[CH:12]=[CH:11][N:10]=1.C(OC(=O)C)(=O)C.C([O-])(=O)C.[K+].[N:32](OCCC(C)C)=O.O.[OH-].[Li+], predict the reaction product. The product is: [Cl:1][C:2]1[CH:7]=[C:6]([Cl:8])[CH:5]=[CH:4][C:3]=1[C:9]1[N:10]=[CH:11][CH:12]=[C:13]2[CH:19]=[N:32][NH:15][C:14]=12. (6) Given the reactants FC(F)(F)C(O)=O.[CH3:8][C:9]([C:13]1[CH:18]=[C:17](/[CH:19]=[CH:20]/[C:21]([C:23]2[CH:28]=[CH:27][C:26]([OH:29])=[CH:25][CH:24]=2)=[O:22])[C:16]([O:30][CH3:31])=[CH:15][C:14]=1[OH:32])([CH:11]=[CH2:12])[CH3:10].C([SiH](CC)CC)C.O, predict the reaction product. The product is: [OH:29][C:26]1[CH:25]=[CH:24][C:23]([C:21](=[O:22])[CH2:20][CH2:19][C:17]2[CH:18]=[C:13]([C:9]([CH3:8])([CH3:10])[CH:11]=[CH2:12])[C:14]([OH:32])=[CH:15][C:16]=2[O:30][CH3:31])=[CH:28][CH:27]=1. (7) Given the reactants [CH:1]([C:4]1[CH:5]=[C:6]([CH:10]=[C:11]([CH:15]([CH3:17])[CH3:16])[C:12]=1[O:13][CH3:14])[C:7]([OH:9])=O)([CH3:3])[CH3:2].C(Cl)(=O)C(Cl)=O.[Sn](Cl)(Cl)(Cl)Cl.[Br:29][C:30]1[CH:43]=[CH:42][C:33]([CH2:34][C:35]2[O:36][C:37]([CH3:41])=[C:38]([CH3:40])[CH:39]=2)=[CH:32][CH:31]=1, predict the reaction product. The product is: [Br:29][C:30]1[CH:43]=[CH:42][C:33]([CH2:34][C:35]2[O:36][C:37]([CH3:41])=[C:38]([CH3:40])[C:39]=2[C:7]([C:6]2[CH:10]=[C:11]([CH:15]([CH3:17])[CH3:16])[C:12]([O:13][CH3:14])=[C:4]([CH:1]([CH3:2])[CH3:3])[CH:5]=2)=[O:9])=[CH:32][CH:31]=1. (8) Given the reactants [CH2:1]([N:8]1[CH2:12][CH2:11][CH2:10][C:9]1=[O:13])[C:2]1[CH:7]=[CH:6][CH:5]=[CH:4][CH:3]=1.[Li][CH2:15][CH2:16][CH2:17][CH3:18].BrCC1CC1, predict the reaction product. The product is: [CH2:1]([N:8]1[CH2:12][CH2:11][CH:10]([CH2:15][CH:16]2[CH2:18][CH2:17]2)[C:9]1=[O:13])[C:2]1[CH:7]=[CH:6][CH:5]=[CH:4][CH:3]=1. (9) The product is: [CH3:3][C:4]1[CH:9]=[CH:8][C:7]([S:10]([O:13][C@H:14]2[CH2:18][O:17][C@@H:16]3[C@@H:19]([Br:1])[CH2:20][O:21][C@H:15]23)(=[O:12])=[O:11])=[CH:6][CH:5]=1. Given the reactants [Br-:1].[Li+].[CH3:3][C:4]1[CH:9]=[CH:8][C:7]([S:10]([O:13][C@@H:14]2[CH2:18][O:17][C@@H:16]3[C@@H:19](OS(C4C=CC(C)=CC=4)(=O)=O)[CH2:20][O:21][C@H:15]23)(=[O:12])=[O:11])=[CH:6][CH:5]=1, predict the reaction product.